This data is from Reaction yield outcomes from USPTO patents with 853,638 reactions. The task is: Predict the reaction yield, written as a fraction of the theoretical maximum amount of product (1.0 means a 100% yield; for example, 0.34 means a 34% yield). (1) The reactants are [N:1]1[CH:6]=[CH:5][CH:4]=[C:3]([C:7]2[CH:8]=[C:9]3[C:19]4[C:14](=[N:15][CH:16]=[C:17]([C:20](OC)=[O:21])[CH:18]=4)[NH:13][C:10]3=[CH:11][N:12]=2)[CH:2]=1.[H-].[Al+3].[Li+].[H-].[H-].[H-].CO.C(C(C(C([O-])=O)O)O)([O-])=O.[Na+].[K+]. The catalyst is C1COCC1.C(OCC)(=O)C. The product is [N:1]1[CH:6]=[CH:5][CH:4]=[C:3]([C:7]2[CH:8]=[C:9]3[C:19]4[C:14](=[N:15][CH:16]=[C:17]([CH2:20][OH:21])[CH:18]=4)[NH:13][C:10]3=[CH:11][N:12]=2)[CH:2]=1. The yield is 0.300. (2) The reactants are [F:1][C:2]([F:18])([C:6]1[CH:11]=[CH:10][CH:9]=[C:8]([N:12]2[CH2:17][CH2:16][CH2:15][CH2:14][CH2:13]2)[CH:7]=1)[C:3]([OH:5])=O.P(Cl)(Cl)(Cl)=O.Cl.[NH2:25][CH2:26][C:27]1[CH:28]=[C:29]2[C:33](=[CH:34][CH:35]=1)[C:32](=[O:36])[N:31]([CH:37]1[CH2:42][CH2:41][C:40](=[O:43])[NH:39][C:38]1=[O:44])[CH2:30]2.C(=O)(O)[O-].[Na+]. The catalyst is N1C=CC=CC=1. The product is [O:44]=[C:38]1[CH:37]([N:31]2[CH2:30][C:29]3[C:33](=[CH:34][CH:35]=[C:27]([CH2:26][NH:25][C:3](=[O:5])[C:2]([F:1])([F:18])[C:6]4[CH:11]=[CH:10][CH:9]=[C:8]([N:12]5[CH2:17][CH2:16][CH2:15][CH2:14][CH2:13]5)[CH:7]=4)[CH:28]=3)[C:32]2=[O:36])[CH2:42][CH2:41][C:40](=[O:43])[NH:39]1. The yield is 0.150. (3) The reactants are [O:1]1[C:5]2[CH:6]=[CH:7][CH:8]=[C:9]([CH:10]=[O:11])[C:4]=2[O:3][CH2:2]1.[BH4-].[Na+]. The product is [O:1]1[C:5]2[CH:6]=[CH:7][CH:8]=[C:9]([CH2:10][OH:11])[C:4]=2[O:3][CH2:2]1. The catalyst is C1COCC1. The yield is 0.940. (4) The reactants are Br[C:2]1[CH:3]=[CH:4][C:5]2[S:9](=[O:11])(=[O:10])[N:8]([CH2:12][C:13]([O:15][C:16]([CH3:19])([CH3:18])[CH3:17])=[O:14])[CH:7]([CH3:20])[C:6]=2[CH:21]=1.[F:22][C:23]1[CH:31]=[C:30]2[C:26]([C:27](B3OC(C)(C)C(C)(C)O3)=[CH:28][N:29]2C(OC(C)(C)C)=O)=[CH:25][CH:24]=1.[O-]P([O-])([O-])=O.[K+].[K+].[K+]. The catalyst is O1CCOCC1.O.C(OCC)(=O)C. The product is [F:22][C:23]1[CH:31]=[C:30]2[C:26]([C:27]([C:2]3[CH:3]=[CH:4][C:5]4[S:9](=[O:11])(=[O:10])[N:8]([CH2:12][C:13]([O:15][C:16]([CH3:19])([CH3:18])[CH3:17])=[O:14])[CH:7]([CH3:20])[C:6]=4[CH:21]=3)=[CH:28][NH:29]2)=[CH:25][CH:24]=1. The yield is 0.380. (5) The product is [NH2:1][C:2]1[N:7]=[CH:6][N:5]=[C:4]2[N:8]([CH2:25][C@@H:26]3[CH2:30][CH2:29][CH2:28][N:27]3[C:31]([C:32](=[CH:39][CH:36]3[CH2:38][CH2:37]3)[C:33]#[N:34])=[O:35])[N:9]=[C:10]([C:11]3[CH:16]=[CH:15][C:14]([O:17][C:18]4[CH:19]=[CH:20][CH:21]=[CH:22][CH:23]=4)=[CH:13][C:12]=3[F:24])[C:3]=12. The yield is 0.550. The catalyst is C(O)C. The reactants are [NH2:1][C:2]1[N:7]=[CH:6][N:5]=[C:4]2[N:8]([CH2:25][C@@H:26]3[CH2:30][CH2:29][CH2:28][N:27]3[C:31](=[O:35])[CH2:32][C:33]#[N:34])[N:9]=[C:10]([C:11]3[CH:16]=[CH:15][C:14]([O:17][C:18]4[CH:23]=[CH:22][CH:21]=[CH:20][CH:19]=4)=[CH:13][C:12]=3[F:24])[C:3]=12.[CH:36]1([CH:39]=O)[CH2:38][CH2:37]1.N1CCCCC1. (6) The reactants are Br[C:2]1[CH:3]=[C:4]2[C:9](=[CH:10][CH:11]=1)[CH:8]=[C:7]([C:12]#[N:13])[CH:6]=[CH:5]2.[B:14]1([B:14]2[O:18][C:17]([CH3:20])([CH3:19])[C:16]([CH3:22])([CH3:21])[O:15]2)[O:18][C:17]([CH3:20])([CH3:19])[C:16]([CH3:22])([CH3:21])[O:15]1.C([O-])(=O)C.[K+].C(Cl)Cl. The catalyst is O1CCOCC1.C1C=CC(P(C2C=CC=CC=2)[C-]2C=CC=C2)=CC=1.C1C=CC(P(C2C=CC=CC=2)[C-]2C=CC=C2)=CC=1.Cl[Pd]Cl.[Fe+2]. The product is [CH3:21][C:16]1([CH3:22])[C:17]([CH3:20])([CH3:19])[O:18][B:14]([C:2]2[CH:3]=[C:4]3[C:9](=[CH:10][CH:11]=2)[CH:8]=[C:7]([C:12]#[N:13])[CH:6]=[CH:5]3)[O:15]1. The yield is 0.590. (7) The reactants are [CH3:1][CH:2]([OH:6])[CH2:3][C:4]#[CH:5].Br[C:8]1[CH:9]=[CH:10][C:11]([CH2:14][C@@H:15]([C:24]([O:26][CH3:27])=[O:25])[NH:16][C:17]([O:19][C:20]([CH3:23])([CH3:22])[CH3:21])=[O:18])=[N:12][CH:13]=1. The catalyst is CN(C=O)C.[Pd](Cl)Cl.C1(P(C2C=CC=CC=2)C2C=CC=CC=2)C=CC=CC=1.C1(P(C2C=CC=CC=2)C2C=CC=CC=2)C=CC=CC=1.[Cu]I. The product is [C:20]([O:19][C:17]([NH:16][C@H:15]([C:24]([O:26][CH3:27])=[O:25])[CH2:14][C:11]1[CH:10]=[CH:9][C:8]([C:5]#[C:4][CH2:3][CH:2]([OH:6])[CH3:1])=[CH:13][N:12]=1)=[O:18])([CH3:22])([CH3:23])[CH3:21]. The yield is 0.850. (8) The yield is 0.330. The product is [F:27][C:28]1[CH:29]=[C:30]([CH:35]=[CH:36][C:37]=1[N:38]1[CH2:39][CH2:40][N:41]([CH2:2][C:3]2[CH:12]=[N:11][C:10]3[N:9]4[CH2:13][CH2:14][CH2:15][CH2:16][C@H:8]4[C:7](=[O:17])[NH:6][C:5]=3[CH:4]=2)[CH2:42][CH2:43]1)[C:31]([NH:33][CH3:34])=[O:32]. The catalyst is C(#N)CC.CS(C)=O. The reactants are O[CH2:2][C:3]1[CH:12]=[N:11][C:10]2[N:9]3[CH2:13][CH2:14][CH2:15][CH2:16][C@H:8]3[C:7](=[O:17])[NH:6][C:5]=2[CH:4]=1.[I-].C(C[P+](C)(C)C)#N.Cl.[F:27][C:28]1[CH:29]=[C:30]([CH:35]=[CH:36][C:37]=1[N:38]1[CH2:43][CH2:42][NH:41][CH2:40][CH2:39]1)[C:31]([NH:33][CH3:34])=[O:32].CCN(C(C)C)C(C)C. (9) The reactants are BrC1C=CC(OCOCC[Si](C)(C)C)=CC=1C.CO[C:20]1[C:21]([O:30][CH2:31][O:32][CH2:33][CH2:34][Si:35]([CH3:38])([CH3:37])[CH3:36])=[CH:22][C:23]([CH3:29])=[C:24]([B:26]([OH:28])[OH:27])[CH:25]=1. No catalyst specified. The product is [CH3:29][C:23]1[CH:22]=[C:21]([O:30][CH2:31][O:32][CH2:33][CH2:34][Si:35]([CH3:36])([CH3:38])[CH3:37])[CH:20]=[CH:25][C:24]=1[B:26]([OH:28])[OH:27]. The yield is 0.520. (10) The catalyst is CCO.[Ni]. The yield is 0.160. The reactants are [F:1][C:2]1[C:3]([N+:16]([O-])=O)=[CH:4][C:5]([N+:13]([O-])=O)=[C:6]([CH:8]=[CH:9]N(C)C)[CH:7]=1. The product is [F:1][C:2]1[CH:7]=[C:6]2[C:5](=[CH:4][C:3]=1[NH2:16])[NH:13][CH:9]=[CH:8]2.